Dataset: Reaction yield outcomes from USPTO patents with 853,638 reactions. Task: Predict the reaction yield, written as a fraction of the theoretical maximum amount of product (1.0 means a 100% yield; for example, 0.34 means a 34% yield). (1) The product is [F:16][C:17]([F:30])([F:31])[C:18]1[CH:19]=[C:20]([CH:23]=[C:24]([C:26]([F:29])([F:27])[F:28])[CH:25]=1)[CH2:21][O:13][CH2:12][C:7]1([C:1]2[CH:2]=[CH:3][CH:4]=[CH:5][CH:6]=2)[O:11][CH2:10][CH2:9][O:8]1. The reactants are [C:1]1([C:7]2([CH2:12][OH:13])[O:11][CH2:10][CH2:9][O:8]2)[CH:6]=[CH:5][CH:4]=[CH:3][CH:2]=1.[H-].[Na+].[F:16][C:17]([F:31])([F:30])[C:18]1[CH:19]=[C:20]([CH:23]=[C:24]([C:26]([F:29])([F:28])[F:27])[CH:25]=1)[CH2:21]Br.O. The catalyst is CN(C=O)C. The yield is 1.00. (2) The reactants are [Cl:1][C:2]1[CH:7]=[C:6]([Cl:8])[CH:5]=[CH:4][C:3]=1[C:9]1[N:10]=[C:11](/[CH:16]=[CH:17]/[C:18]2[CH:23]=[CH:22][C:21]([C:24]3[CH:29]=[CH:28][C:27]([OH:30])=[CH:26][CH:25]=3)=[CH:20][CH:19]=2)[N:12]([CH2:14][CH3:15])[CH:13]=1.[F:31][C:32]1[CH:41]=[C:40](Br)[CH:39]=[CH:38][C:33]=1[C:34]([O:36]C)=[O:35]. No catalyst specified. The product is [Cl:1][C:2]1[CH:7]=[C:6]([Cl:8])[CH:5]=[CH:4][C:3]=1[C:9]1[N:10]=[C:11](/[CH:16]=[CH:17]/[C:18]2[CH:23]=[CH:22][C:21]([C:24]3[CH:25]=[CH:26][C:27]([O:30][C:40]4[CH:39]=[CH:38][C:33]([C:34]([OH:36])=[O:35])=[C:32]([F:31])[CH:41]=4)=[CH:28][CH:29]=3)=[CH:20][CH:19]=2)[N:12]([CH2:14][CH3:15])[CH:13]=1. The yield is 0.340.